Task: Predict the reaction yield, written as a fraction of the theoretical maximum amount of product (1.0 means a 100% yield; for example, 0.34 means a 34% yield).. Dataset: Reaction yield outcomes from USPTO patents with 853,638 reactions (1) The catalyst is C(O)C. The product is [NH:15]1[C:23]2[C:18](=[CH:19][CH:20]=[C:21]([NH:24][C:3]3[NH:4][C:5](=[O:14])[C:6]([C:9]([O:11][CH2:12][CH3:13])=[O:10])=[CH:7][N:8]=3)[CH:22]=2)[CH:17]=[N:16]1. The yield is 0.454. The reactants are CS[C:3]1[NH:4][C:5](=[O:14])[C:6]([C:9]([O:11][CH2:12][CH3:13])=[O:10])=[CH:7][N:8]=1.[NH:15]1[C:23]2[C:18](=[CH:19][CH:20]=[C:21]([NH2:24])[CH:22]=2)[CH:17]=[N:16]1. (2) The reactants are CS(O[CH2:6][CH2:7][O:8][C:9]1[C:17]2[C:12](=[N:13][CH:14]=[N:15][C:16]=2[NH:18][C:19]2[CH:24]=[CH:23][C:22]([O:25][CH2:26][C:27]3[CH:32]=[CH:31][CH:30]=[C:29]([F:33])[CH:28]=3)=[C:21]([O:34][CH3:35])[CH:20]=2)[NH:11][N:10]=1)(=O)=O.[OH:36][CH:37]1[CH2:42][CH2:41][NH:40][CH2:39][CH2:38]1. No catalyst specified. The product is [F:33][C:29]1[CH:28]=[C:27]([CH:32]=[CH:31][CH:30]=1)[CH2:26][O:25][C:22]1[CH:23]=[CH:24][C:19]([NH:18][C:16]2[N:15]=[CH:14][N:13]=[C:12]3[NH:11][N:10]=[C:9]([O:8][CH2:7][CH2:6][N:40]4[CH2:41][CH2:42][CH:37]([OH:36])[CH2:38][CH2:39]4)[C:17]=23)=[CH:20][C:21]=1[O:34][CH3:35]. The yield is 0.460. (3) The reactants are [Cl:1][C:2]1[N:3]([CH2:28][CH2:29][CH3:30])[C:4](=[O:27])[C:5]2[NH:6][C:7]([C:11]3[CH:12]=[N:13][N:14]([CH2:16][C:17]4[CH:22]=[CH:21][CH:20]=[C:19]([C:23]([F:26])([F:25])[F:24])[CH:18]=4)[CH:15]=3)=[N:8][C:9]=2[N:10]=1.[C:31]([O-])([O-])=O.[K+].[K+].CI.CN(C=O)C. The catalyst is O. The product is [Cl:1][C:2]1[N:3]([CH2:28][CH2:29][CH3:30])[C:4](=[O:27])[C:5]2[N:6]([CH3:31])[C:7]([C:11]3[CH:12]=[N:13][N:14]([CH2:16][C:17]4[CH:22]=[CH:21][CH:20]=[C:19]([C:23]([F:26])([F:25])[F:24])[CH:18]=4)[CH:15]=3)=[N:8][C:9]=2[N:10]=1. The yield is 0.580. (4) The reactants are [C:1]([C:3]1[CH:4]=[C:5]([CH:8]=[CH:9][CH:10]=1)[CH:6]=O)#[N:2].[Cl:11][C:12]1[CH:21]=[C:20]2[C:15]([CH:16]=[CH:17][C:18]([CH3:22])=[N:19]2)=[CH:14][CH:13]=1.C([O-])(=O)C.[Na+].C(OC(=O)C)(=O)C. The catalyst is CN(C=O)C. The product is [Cl:11][C:12]1[CH:21]=[C:20]2[C:15]([CH:16]=[CH:17][C:18]([CH:22]=[CH:6][C:5]3[CH:4]=[C:3]([CH:10]=[CH:9][CH:8]=3)[C:1]#[N:2])=[N:19]2)=[CH:14][CH:13]=1. The yield is 0.830.